The task is: Predict the product of the given reaction.. This data is from Forward reaction prediction with 1.9M reactions from USPTO patents (1976-2016). (1) Given the reactants [C:1](=[O:15])([O:6][CH2:7][CH2:8][O:9][C:10](=[O:14])[C:11]([CH3:13])=[CH2:12])[O:2][CH:3](Cl)[CH3:4].[C:16]([O-:21])(=[O:20])[C:17]([CH3:19])=[CH2:18].[K+].N#N, predict the reaction product. The product is: [C:1](=[O:15])([O:6][CH2:7][CH2:8][O:9][C:10](=[O:14])[C:11]([CH3:13])=[CH2:12])[O:2][CH:3]([O:21][C:16](=[O:20])[C:17]([CH3:19])=[CH2:18])[CH3:4]. (2) Given the reactants [C:12]([F:20])([F:21])([C:11]([F:23])([F:22])N([C:11]([F:23])([F:22])[C:12]([F:20])([F:21])[C:13]([F:18])([F:19])[C:14]([F:17])([F:16])[F:15])[C:11]([F:23])([F:22])[C:12]([F:21])([F:20])[C:13]([F:19])([F:18])[C:14]([F:17])([F:16])[F:15])[C:13]([F:18])([F:19])[C:14]([F:17])([F:16])[F:15], predict the reaction product. The product is: [F:15][C:14]([F:17])([F:16])[C:13]([F:19])([F:18])[C:12]([F:20])([F:21])[C:11]([F:23])([F:22])[C:11]([F:23])([F:22])[C:12]([F:21])([F:20])[C:13]([F:18])([F:19])[C:14]([F:17])([F:16])[F:15].